From a dataset of Full USPTO retrosynthesis dataset with 1.9M reactions from patents (1976-2016). Predict the reactants needed to synthesize the given product. (1) The reactants are: Br[C:2]1[CH:15]=[C:14]2[C:9]([CH:10]=[CH:11][N:12]([C@@H:17]3[C@@H:22]([OH:23])[CH2:21][O:20][CH2:19][CH2:18]3)[C:13]2=[O:16])=[C:8]2[C:3]=1[CH:4]=[CH:5][CH:6]=[N:7]2.C([O-])(=O)C.[K+].[B:29]1([B:29]2[O:33][C:32]([CH3:35])([CH3:34])[C:31]([CH3:37])([CH3:36])[O:30]2)[O:33][C:32]([CH3:35])([CH3:34])[C:31]([CH3:37])([CH3:36])[O:30]1. Given the product [O:16]=[C:13]1[N:12]([C@H:17]2[C@H:22]([OH:23])[CH2:21][O:20][CH2:19][CH2:18]2)[CH:11]=[CH:10][C:9]2[C:14]1=[CH:15][C:2]([B:29]1[O:33][C:32]([CH3:35])([CH3:34])[C:31]([CH3:37])([CH3:36])[O:30]1)=[C:3]1[C:8]=2[N:7]=[CH:6][CH:5]=[CH:4]1, predict the reactants needed to synthesize it. (2) Given the product [CH2:1]([O:3][C:4]([C:6]1[C:15](=[O:16])[C:14]2[C:9](=[CH:10][CH:11]=[C:12]([C:17](=[O:19])[CH3:18])[CH:13]=2)[N:8]([CH2:27][C:24]2[CH:25]=[CH:26][C:21]([F:20])=[CH:22][CH:23]=2)[CH:7]=1)=[O:5])[CH3:2], predict the reactants needed to synthesize it. The reactants are: [CH2:1]([O:3][C:4]([C:6]1[C:15](=[O:16])[C:14]2[C:9](=[CH:10][CH:11]=[C:12]([C:17](=[O:19])[CH3:18])[CH:13]=2)[NH:8][CH:7]=1)=[O:5])[CH3:2].[F:20][C:21]1[CH:26]=[CH:25][C:24]([CH2:27]Cl)=[CH:23][CH:22]=1.C([O-])([O-])=O.[K+].[K+].O. (3) Given the product [CH3:1][O:2][C:3]([N:5]1[CH2:10][CH2:9][NH:8][CH2:7][C@H:6]1[C:11]([OH:13])=[O:12])=[O:4], predict the reactants needed to synthesize it. The reactants are: [CH3:1][O:2][C:3]([N:5]1[CH2:10][CH2:9][NH:8][CH2:7][CH:6]1[C:11]([OH:13])=[O:12])=[O:4].Cl. (4) Given the product [CH3:1][S:2]([N:5]1[CH2:10][CH2:9][CH2:8][C@H:7]([NH:11][C:12]2[C:17]([C:18]3[N:19]=[C:20]4[CH:26]=[CH:25][NH:24][C:21]4=[N:22][CH:23]=3)=[CH:16][N:15]=[C:14]([N:39]3[CH2:44][CH2:43][O:42][CH2:41][CH2:40]3)[N:13]=2)[CH2:6]1)(=[O:3])=[O:4], predict the reactants needed to synthesize it. The reactants are: [CH3:1][S:2]([N:5]1[CH2:10][CH2:9][CH2:8][C@H:7]([NH:11][C:12]2[C:17]([C:18]3[N:19]=[C:20]4[CH:26]=[CH:25][N:24](COCC[Si](C)(C)C)[C:21]4=[N:22][CH:23]=3)=[CH:16][N:15]=[C:14](S(C)(=O)=O)[N:13]=2)[CH2:6]1)(=[O:4])=[O:3].[NH:39]1[CH2:44][CH2:43][O:42][CH2:41][CH2:40]1.CS(C)(=O)=O.